From a dataset of Reaction yield outcomes from USPTO patents with 853,638 reactions. Predict the reaction yield, written as a fraction of the theoretical maximum amount of product (1.0 means a 100% yield; for example, 0.34 means a 34% yield). (1) The reactants are [N:1]1([CH2:8][CH2:9][O:10][C:11]2[CH:16]=[CH:15][C:14]([NH2:17])=[CH:13][C:12]=2[C:18]2[N:19]([CH3:24])[N:20]=[CH:21][C:22]=2[Br:23])[CH2:7][CH2:6][CH2:5][CH2:4][CH2:3][CH2:2]1.CC(N(C)C)=O.Cl[C:32]([O:34][CH:35]([CH3:37])[CH3:36])=[O:33]. The catalyst is CS(C)=O. The product is [CH:35]([O:34][C:32](=[O:33])[NH:17][C:14]1[CH:15]=[CH:16][C:11]([O:10][CH2:9][CH2:8][N:1]2[CH2:7][CH2:6][CH2:5][CH2:4][CH2:3][CH2:2]2)=[C:12]([C:18]2[N:19]([CH3:24])[N:20]=[CH:21][C:22]=2[Br:23])[CH:13]=1)([CH3:37])[CH3:36]. The yield is 0.690. (2) The reactants are [C:1]([O:5][C:6]([NH:8][C@@H:9]([CH2:15][CH2:16][C:17](=[O:21])[CH:18]=[N+]=[N-])[C:10]([O:12][CH2:13][CH3:14])=[O:11])=[O:7])([CH3:4])([CH3:3])[CH3:2]. The catalyst is C(Cl)Cl. The product is [O:21]=[C:17]1[CH2:18][N:8]([C:6]([O:5][C:1]([CH3:4])([CH3:3])[CH3:2])=[O:7])[C@H:9]([C:10]([O:12][CH2:13][CH3:14])=[O:11])[CH2:15][CH2:16]1. The yield is 0.550. (3) The catalyst is CO. The reactants are [CH:1](=[O:5])[CH:2]([CH3:4])[CH3:3].[C:6](#[N:9])[CH:7]=[CH2:8].Cl. The product is [CH3:3][C:2]([CH3:4])([CH:1]=[O:5])[CH2:8][CH2:7][C:6]#[N:9]. The yield is 0.507. (4) The reactants are [C:1]1([S:7]([N:10]([CH2:12][C:13]([OH:15])=O)[CH3:11])(=[O:9])=[O:8])[CH:6]=[CH:5][CH:4]=[CH:3][CH:2]=1.O.ON1C2C=CC=CC=2N=N1.Cl.CN(C)CCCN=C=NCC.[F:39][C:40]1[CH:45]=[CH:44][C:43]([C:46]2[C:47]([N:52]3[CH2:57][CH2:56][NH:55][CH2:54][CH2:53]3)=[N:48][CH:49]=[CH:50][N:51]=2)=[CH:42][CH:41]=1. The catalyst is ClCCl. The product is [F:39][C:40]1[CH:45]=[CH:44][C:43]([C:46]2[C:47]([N:52]3[CH2:53][CH2:54][N:55]([C:13](=[O:15])[CH2:12][N:10]([CH3:11])[S:7]([C:1]4[CH:2]=[CH:3][CH:4]=[CH:5][CH:6]=4)(=[O:8])=[O:9])[CH2:56][CH2:57]3)=[N:48][CH:49]=[CH:50][N:51]=2)=[CH:42][CH:41]=1. The yield is 0.690. (5) The reactants are [Cl:1][C:2]1[CH:3]=[C:4]([C@@H:8]2[N:14]([C:15]([CH:17]3[CH2:22][CH2:21][O:20][CH2:19][CH2:18]3)=[O:16])[CH2:13][C:12]3[CH:23]=[CH:24][C:25]([C:27]([O:29]C)=O)=[CH:26][C:11]=3[O:10][CH2:9]2)[CH:5]=[CH:6][CH:7]=1.[NH2:31][OH:32].[OH-].[Na+]. The catalyst is C1COCC1.CO. The product is [Cl:1][C:2]1[CH:3]=[C:4]([C@@H:8]2[N:14]([C:15]([CH:17]3[CH2:22][CH2:21][O:20][CH2:19][CH2:18]3)=[O:16])[CH2:13][C:12]3[CH:23]=[CH:24][C:25]([C:27]([NH:31][OH:32])=[O:29])=[CH:26][C:11]=3[O:10][CH2:9]2)[CH:5]=[CH:6][CH:7]=1. The yield is 0.200. (6) The product is [C:1]1([NH:7][C@@H:8]2[CH2:13][CH2:12][C@H:11]([C:14]([NH2:18])=[O:16])[CH2:10][CH2:9]2)[CH:6]=[CH:5][CH:4]=[CH:3][CH:2]=1. The reactants are [C:1]1([NH:7][C@@H:8]2[CH2:13][CH2:12][C@H:11]([C:14]([O:16]C)=O)[CH2:10][CH2:9]2)[CH:6]=[CH:5][CH:4]=[CH:3][CH:2]=1.[NH3:18]. The yield is 0.630. No catalyst specified.